Dataset: Full USPTO retrosynthesis dataset with 1.9M reactions from patents (1976-2016). Task: Predict the reactants needed to synthesize the given product. (1) Given the product [CH3:18][N:15]1[C:14]([C:19](=[O:21])[N:30]([CH3:29])[CH:31]2[CH2:35][CH2:34][N:33]([CH3:36])[CH2:32]2)=[C:13]([NH:12][C:10]([C:8]2[C:7]([NH:22][C:23]3[CH:28]=[N:27][CH:26]=[N:25][CH:24]=3)=[N:6][CH:5]=[C:4]([CH:1]3[CH2:2][CH2:3]3)[N:9]=2)=[O:11])[CH:17]=[N:16]1, predict the reactants needed to synthesize it. The reactants are: [CH:1]1([C:4]2[N:9]=[C:8]([C:10]([NH:12][C:13]3[CH:17]=[N:16][N:15]([CH3:18])[C:14]=3[C:19]([OH:21])=O)=[O:11])[C:7]([NH:22][C:23]3[CH:24]=[N:25][CH:26]=[N:27][CH:28]=3)=[N:6][CH:5]=2)[CH2:3][CH2:2]1.[CH3:29][NH:30][CH:31]1[CH2:35][CH2:34][N:33]([CH3:36])[CH2:32]1. (2) Given the product [Br:1][C:9]1[C:7]2[S:8][C:4]([CH3:3])=[C:5]([CH3:27])[C:6]=2[C:16]([C:17]2[CH:22]=[CH:21][C:20]([O:23][C:24](=[O:26])[CH3:25])=[CH:19][CH:18]=2)=[C:15]2[C:10]=1[CH:11]=[CH:12][CH:13]=[CH:14]2, predict the reactants needed to synthesize it. The reactants are: [Br:1]Br.[CH3:3][C:4]1[S:8][C:7]2[CH:9]=[C:10]3[C:15](=[C:16]([C:17]4[CH:22]=[CH:21][C:20]([O:23][C:24](=[O:26])[CH3:25])=[CH:19][CH:18]=4)[C:6]=2[C:5]=1[CH3:27])[CH:14]=[CH:13][CH:12]=[CH:11]3.S(=O)(O)[O-].[Na+]. (3) Given the product [O:29]=[S:2]1(=[O:1])[C:8]2[CH:9]=[CH:10][CH:11]=[CH:12][C:7]=2[CH2:6][N:5]([C:13]2[CH:22]=[C:21]([CH2:23][CH2:24][CH2:25][NH2:27])[C:20]3[C:15](=[CH:16][CH:17]=[C:18]([CH3:28])[CH:19]=3)[N:14]=2)[CH2:4][CH2:3]1, predict the reactants needed to synthesize it. The reactants are: [O:1]=[S:2]1(=[O:29])[C:8]2[CH:9]=[CH:10][CH:11]=[CH:12][C:7]=2[CH2:6][N:5]([C:13]2[CH:22]=[C:21]([CH2:23][CH2:24][C:25]([NH2:27])=O)[C:20]3[C:15](=[CH:16][CH:17]=[C:18]([CH3:28])[CH:19]=3)[N:14]=2)[CH2:4][CH2:3]1.B. (4) Given the product [Cl:1][C:2]1[CH:3]=[CH:4][C:5]2[C:11]3[N:12]([CH2:13][C:14]4[CH:19]=[CH:18][C:17]([O:20][CH3:21])=[CH:16][C:15]=4[O:22][CH3:23])[C:40](=[O:41])[C:35]([C:36]([O:38][CH3:39])=[O:37])=[C:44]([OH:45])[C:10]=3[CH2:9][CH2:8][N:7]([C:24]([O:26][CH2:27][C:28]3[CH:29]=[CH:30][CH:31]=[CH:32][CH:33]=3)=[O:25])[C:6]=2[CH:34]=1, predict the reactants needed to synthesize it. The reactants are: [Cl:1][C:2]1[CH:3]=[CH:4][C:5]2[C:11](=[N:12][CH2:13][C:14]3[CH:19]=[CH:18][C:17]([O:20][CH3:21])=[CH:16][C:15]=3[O:22][CH3:23])[CH2:10][CH2:9][CH2:8][N:7]([C:24]([O:26][CH2:27][C:28]3[CH:33]=[CH:32][CH:31]=[CH:30][CH:29]=3)=[O:25])[C:6]=2[CH:34]=1.[CH:35]([C:44](OC)=[O:45])([C:40](OC)=[O:41])[C:36]([O:38][CH3:39])=[O:37]. (5) Given the product [CH3:20][C:19]([CH3:22])([CH3:21])[CH2:18][O:17][C:10]1[CH:9]=[CH:8][C:7]([B:23]([OH:28])[OH:24])=[CH:12][C:11]=1[C:13]([F:16])([F:15])[F:14], predict the reactants needed to synthesize it. The reactants are: C([Li])CCC.Br[C:7]1[CH:8]=[CH:9][C:10]([O:17][CH2:18][C:19]([CH3:22])([CH3:21])[CH3:20])=[C:11]([C:13]([F:16])([F:15])[F:14])[CH:12]=1.[B:23](OC(C)C)([O:28]C(C)C)[O:24]C(C)C.Cl. (6) Given the product [O:12]=[C:5]1[CH:6]2[CH2:7][CH:8]3[CH2:9][C:2]([O:1][C:22](=[O:24])[CH3:23])([CH2:3][CH:4]1[CH2:10]3)[CH2:11]2, predict the reactants needed to synthesize it. The reactants are: [OH:1][C:2]12[CH2:11][CH:6]3[CH2:7][CH:8]([CH2:10][CH:4]([C:5]3=[O:12])[CH2:3]1)[CH2:9]2.CN(C1C=CC=CN=1)C.[C:22](OC(=O)C)(=[O:24])[CH3:23].